Dataset: Peptide-MHC class II binding affinity with 134,281 pairs from IEDB. Task: Regression. Given a peptide amino acid sequence and an MHC pseudo amino acid sequence, predict their binding affinity value. This is MHC class II binding data. (1) The peptide sequence is HGRQIKMAKLLGRDPE. The MHC is DRB1_1301 with pseudo-sequence DRB1_1301. The binding affinity (normalized) is 0.539. (2) The peptide sequence is MAFLEESHPGIFENS. The MHC is DRB1_0701 with pseudo-sequence DRB1_0701. The binding affinity (normalized) is 0.364. (3) The peptide sequence is LSDLVVSDPEEVLVL. The MHC is DRB1_0101 with pseudo-sequence DRB1_0101. The binding affinity (normalized) is 0.0375. (4) The peptide sequence is GELQIVDKIDAAIKI. The MHC is DRB3_0202 with pseudo-sequence DRB3_0202. The binding affinity (normalized) is 0.199.